Regression. Given a peptide amino acid sequence and an MHC pseudo amino acid sequence, predict their binding affinity value. This is MHC class I binding data. From a dataset of Peptide-MHC class I binding affinity with 185,985 pairs from IEDB/IMGT. The peptide sequence is MGLIYNRM. The MHC is H-2-Db with pseudo-sequence H-2-Db. The binding affinity (normalized) is 0.0163.